From a dataset of Forward reaction prediction with 1.9M reactions from USPTO patents (1976-2016). Predict the product of the given reaction. Given the reactants [C:1]([O:5][C:6]([NH:8][C@@H:9]([CH2:20][CH2:21][CH2:22][C@H:23]([O:33][CH2:34][CH2:35][CH3:36])[C@H:24]([C@@H:30]([OH:32])[CH3:31])[CH2:25][CH2:26][CH:27]([CH3:29])[CH3:28])[C:10]([O:12]CC1C=CC=CC=1)=[O:11])=[O:7])([CH3:4])([CH3:3])[CH3:2], predict the reaction product. The product is: [C:1]([O:5][C:6]([NH:8][C@@H:9]([CH2:20][CH2:21][CH2:22][C@H:23]([O:33][CH2:34][CH2:35][CH3:36])[C@H:24]([C@@H:30]([OH:32])[CH3:31])[CH2:25][CH2:26][CH:27]([CH3:29])[CH3:28])[C:10]([OH:12])=[O:11])=[O:7])([CH3:2])([CH3:3])[CH3:4].